Regression. Given two drug SMILES strings and cell line genomic features, predict the synergy score measuring deviation from expected non-interaction effect. From a dataset of NCI-60 drug combinations with 297,098 pairs across 59 cell lines. (1) Drug 1: CCCCC(=O)OCC(=O)C1(CC(C2=C(C1)C(=C3C(=C2O)C(=O)C4=C(C3=O)C=CC=C4OC)O)OC5CC(C(C(O5)C)O)NC(=O)C(F)(F)F)O. Synergy scores: CSS=23.3, Synergy_ZIP=-1.20, Synergy_Bliss=-0.371, Synergy_Loewe=2.50, Synergy_HSA=4.04. Cell line: MDA-MB-231. Drug 2: CCC1(C2=C(COC1=O)C(=O)N3CC4=CC5=C(C=CC(=C5CN(C)C)O)N=C4C3=C2)O.Cl. (2) Cell line: CCRF-CEM. Drug 2: CC1=C2C(C(=O)C3(C(CC4C(C3C(C(C2(C)C)(CC1OC(=O)C(C(C5=CC=CC=C5)NC(=O)C6=CC=CC=C6)O)O)OC(=O)C7=CC=CC=C7)(CO4)OC(=O)C)O)C)OC(=O)C. Synergy scores: CSS=66.0, Synergy_ZIP=-0.356, Synergy_Bliss=-0.911, Synergy_Loewe=-5.21, Synergy_HSA=0.408. Drug 1: C1C(C(OC1N2C=NC3=C(N=C(N=C32)Cl)N)CO)O. (3) Drug 1: CN(C)N=NC1=C(NC=N1)C(=O)N. Drug 2: C1=NC2=C(N=C(N=C2N1C3C(C(C(O3)CO)O)F)Cl)N. Cell line: MCF7. Synergy scores: CSS=12.0, Synergy_ZIP=-5.42, Synergy_Bliss=0.891, Synergy_Loewe=-8.39, Synergy_HSA=-0.0379. (4) Drug 1: CC(CN1CC(=O)NC(=O)C1)N2CC(=O)NC(=O)C2. Drug 2: C1=NNC2=C1C(=O)NC=N2. Cell line: SNB-75. Synergy scores: CSS=5.32, Synergy_ZIP=-0.751, Synergy_Bliss=3.06, Synergy_Loewe=3.55, Synergy_HSA=3.66. (5) Drug 1: CC1=CC2C(CCC3(C2CCC3(C(=O)C)OC(=O)C)C)C4(C1=CC(=O)CC4)C. Drug 2: CCC1(CC2CC(C3=C(CCN(C2)C1)C4=CC=CC=C4N3)(C5=C(C=C6C(=C5)C78CCN9C7C(C=CC9)(C(C(C8N6C=O)(C(=O)OC)O)OC(=O)C)CC)OC)C(=O)OC)O.OS(=O)(=O)O. Cell line: IGROV1. Synergy scores: CSS=19.6, Synergy_ZIP=3.39, Synergy_Bliss=11.0, Synergy_Loewe=-8.81, Synergy_HSA=8.01. (6) Drug 1: CC1=C(C=C(C=C1)NC2=NC=CC(=N2)N(C)C3=CC4=NN(C(=C4C=C3)C)C)S(=O)(=O)N.Cl. Synergy scores: CSS=31.1, Synergy_ZIP=4.37, Synergy_Bliss=3.81, Synergy_Loewe=-2.33, Synergy_HSA=1.81. Drug 2: C1=C(C(=O)NC(=O)N1)F. Cell line: MCF7. (7) Drug 1: CNC(=O)C1=CC=CC=C1SC2=CC3=C(C=C2)C(=NN3)C=CC4=CC=CC=N4. Drug 2: C1CC(=O)NC(=O)C1N2C(=O)C3=CC=CC=C3C2=O. Cell line: OVCAR-8. Synergy scores: CSS=2.46, Synergy_ZIP=1.94, Synergy_Bliss=4.80, Synergy_Loewe=3.45, Synergy_HSA=3.35. (8) Drug 1: C1CNP(=O)(OC1)N(CCCl)CCCl. Drug 2: CC1C(C(CC(O1)OC2CC(CC3=C2C(=C4C(=C3O)C(=O)C5=C(C4=O)C(=CC=C5)OC)O)(C(=O)CO)O)N)O.Cl. Cell line: SR. Synergy scores: CSS=40.3, Synergy_ZIP=-1.83, Synergy_Bliss=-5.04, Synergy_Loewe=-32.6, Synergy_HSA=-5.00.